This data is from Experimentally validated miRNA-target interactions with 360,000+ pairs, plus equal number of negative samples. The task is: Binary Classification. Given a miRNA mature sequence and a target amino acid sequence, predict their likelihood of interaction. The miRNA is rno-miR-122-5p with sequence UGGAGUGUGACAAUGGUGUUUG. The protein sequence of the target gene is MAAASVSAASDSQFSSVLAEPSRSNGNMVRHSSSPYVLYPPDKPFLNSDLRRSPNKPTFAYPESNSRAIFSALKNLQDKIRRLELERIQAEESVKTLSRETIEYKKVLDEQIQERENSKNEESKHNQELASQLVAAENKCNLLEKQLEYMRNMIKHAEMERTSVLEKQVSLERERQHDQTHVQSQLEKLDLLEQEYNKLTAMQALAEKKMQELESKLREEEQERKRMQARAAELQSGLEANRLIFEDKTTSCVSTSTRKIKKKKSKPPEKKGSRTYFGAQPHYRLCLGDMPFVAGTSTSP.... Result: 0 (no interaction).